Dataset: Drug-target binding data from BindingDB using IC50 measurements. Task: Regression. Given a target protein amino acid sequence and a drug SMILES string, predict the binding affinity score between them. We predict pIC50 (pIC50 = -log10(IC50 in M); higher means more potent). Dataset: bindingdb_ic50. (1) The pIC50 is 10.0. The drug is O=C(CCCCSc1nc(-c2ccc(Cl)cc2)cc(=O)[nH]1)NO. The target protein sequence is MEVGGQEVKPGATVSCKVGDGLVIHLSQAALGESKKASENAILSVNIDDKKLVLGTLSVEKHPQISCDLVFDKDFELPHNSKTRSVFFRGYKSPVPLFESNSGEDSSDEELKTDQIPLQNNEIKISAAKVPAKDDDDDVFIILAMMMMIYSSDDDDDDFTTSDSDNEMSEEDDSSDEDEMSEEDDSSDEDEMSGGADPSDDSSDESGSEHTSAPKKTDVVVGKKRAIKAEAPYGKKAKSEQSSQKTGDKASTSHPAKQSIKTPADKSRKTPTADKKSPKSGSHGCK. (2) The compound is COC(=O)c1ccccc1OC(=O)c1ccc(N=C(N)N)cc1. The target protein (P10323) has sequence MVEMLPTAILLVLAVSVVAKDNATCDGPCGLRFRQNPQGGVRIVGGKAAQHGAWPWMVSLQIFTYNSHRYHTCGGSLLNSRWVLTAAHCFVGKNNVHDWRLVFGAKEITYGNNKPVKAPLQERYVEKIIIHEKYNSATEGNDIALVEITPPISCGRFIGPGCLPHFKAGLPRGSQSCWVAGWGYIEEKAPRPSSILMEARVDLIDLDLCNSTQWYNGRVQPTNVCAGYPVGKIDTCQGDSGGPLMCKDSKESAYVVVGITSWGVGCARAKRPGIYTATWPYLNWIASKIGSNALRMIQSATPPPPTTRPPPIRPPFSHPISAHLPWYFQPPPRPLPPRPPAAQPRPPPSPPPPPPPPASPLPPPPPPPPPTPSSTTKLPQGLSFAKRLQQLIEVLKGKTYSDGKNHYDMETTELPELTSTS. The pIC50 is 7.9.